From a dataset of Catalyst prediction with 721,799 reactions and 888 catalyst types from USPTO. Predict which catalyst facilitates the given reaction. Product: [NH2:1][C:2]1[N:6]([S:26]([C:23]2[CH:22]=[CH:21][C:20]([C:19]([F:18])([F:30])[F:31])=[CH:25][CH:24]=2)(=[O:28])=[O:27])[N:5]=[C:4]([NH:7][C:8]2[CH:9]=[C:10]([Cl:17])[C:11]([C:12]#[N:13])=[C:14]([Cl:16])[CH:15]=2)[N:3]=1. The catalyst class is: 13. Reactant: [NH2:1][C:2]1[NH:6][N:5]=[C:4]([NH:7][C:8]2[CH:15]=[C:14]([Cl:16])[C:11]([C:12]#[N:13])=[C:10]([Cl:17])[CH:9]=2)[N:3]=1.[F:18][C:19]([F:31])([F:30])[C:20]1[CH:25]=[CH:24][C:23]([S:26](Cl)(=[O:28])=[O:27])=[CH:22][CH:21]=1.CCN(CC)CC.C(Cl)Cl.